Dataset: Catalyst prediction with 721,799 reactions and 888 catalyst types from USPTO. Task: Predict which catalyst facilitates the given reaction. (1) The catalyst class is: 1. Product: [OH:8][C@H:9]([C:29]1[CH:38]=[CH:37][C:36]([OH:39])=[C:35]2[C:30]=1[CH:31]=[CH:32][C:33](=[O:40])[NH:34]2)[CH2:10][NH:11][CH:12]1[CH2:17][CH2:16][N:15]([CH2:18][C:19]([O:21][CH2:22][C:23]2[CH:28]=[CH:27][CH:26]=[CH:25][CH:24]=2)=[O:20])[CH2:14][CH2:13]1.[NH3:43]. Reactant: [Si]([O:8][C@H:9]([C:29]1[CH:38]=[CH:37][C:36]([OH:39])=[C:35]2[C:30]=1[CH:31]=[CH:32][C:33](=[O:40])[NH:34]2)[CH2:10][NH:11][CH:12]1[CH2:17][CH2:16][N:15]([CH2:18][C:19]([O:21][CH2:22][C:23]2[CH:28]=[CH:27][CH:26]=[CH:25][CH:24]=2)=[O:20])[CH2:14][CH2:13]1)(C(C)(C)C)(C)C.CC[N:43](CC)CC.F.F.F. (2) Reactant: [NH2:1][C:2]1[S:6][C:5]2[CH:7]3[O:12][CH:10]([CH2:11][C:4]=2[C:3]=1[C:13]([CH:15]1[CH2:18][CH2:17][CH2:16]1)=[O:14])[CH2:9][CH2:8]3.C(N(CC)CC)C.ClC(Cl)(O[C:30](=[O:36])OC(Cl)(Cl)Cl)Cl.[CH3:38][C:39]([NH2:43])([CH2:41][CH3:42])[CH3:40]. Product: [CH:15]1([C:13]([C:3]2[C:4]3[CH2:11][CH:10]4[O:12][CH:7]([CH2:8][CH2:9]4)[C:5]=3[S:6][C:2]=2[NH:1][C:30]([NH:43][C:39]([CH3:40])([CH3:38])[CH2:41][CH3:42])=[O:36])=[O:14])[CH2:16][CH2:17][CH2:18]1. The catalyst class is: 7. (3) Reactant: [CH2:1]([N:3]1[C:8](=[O:9])[CH2:7][N:6](C(OCC2C=CC=CC=2)=O)[CH2:5][C:4]1([CH3:21])[CH3:20])[CH3:2]. Product: [CH2:1]([N:3]1[C:4]([CH3:21])([CH3:20])[CH2:5][NH:6][CH2:7][C:8]1=[O:9])[CH3:2]. The catalyst class is: 45. (4) Reactant: [Si:1]([O:8][CH:9]([CH2:15][CH2:16][CH2:17][CH2:18][CH2:19][CH2:20][CH2:21]/[CH:22]=[CH:23]\[CH2:24]/[CH:25]=[CH:26]\[CH2:27][CH2:28][CH2:29][CH2:30][CH3:31])[CH2:10][C:11](OC)=[O:12])([C:4]([CH3:7])([CH3:6])[CH3:5])([CH3:3])[CH3:2].CC(C[AlH]CC(C)C)C.Cl. Product: [Si:1]([O:8][CH:9]([CH2:15][CH2:16][CH2:17][CH2:18][CH2:19][CH2:20][CH2:21]/[CH:22]=[CH:23]\[CH2:24]/[CH:25]=[CH:26]\[CH2:27][CH2:28][CH2:29][CH2:30][CH3:31])[CH2:10][CH:11]=[O:12])([C:4]([CH3:7])([CH3:6])[CH3:5])([CH3:3])[CH3:2]. The catalyst class is: 2. (5) Reactant: [O:1]1[C:5]2([CH2:10][CH2:9][N:8]([C:11]([C:13]3[NH:14][C:15]4[C:20]([CH:21]=3)=[CH:19][C:18]([C:22]([N:24]3[CH2:29][CH2:28][N:27]([CH:30]([CH3:32])[CH3:31])[CH2:26][CH2:25]3)=[O:23])=[CH:17][CH:16]=4)=[O:12])[CH2:7][CH2:6]2)[O:4][CH2:3][CH2:2]1.[Cl:33][C:34]1[CH:35]=[C:36](B(O)O)[CH:37]=[CH:38][CH:39]=1.N1C=CC=CC=1. Product: [Cl:33][C:34]1[CH:39]=[C:38]([N:14]2[C:15]3[C:20](=[CH:19][C:18]([C:22]([N:24]4[CH2:25][CH2:26][N:27]([CH:30]([CH3:32])[CH3:31])[CH2:28][CH2:29]4)=[O:23])=[CH:17][CH:16]=3)[CH:21]=[C:13]2[C:11]([N:8]2[CH2:9][CH2:10][C:5]3([O:4][CH2:3][CH2:2][O:1]3)[CH2:6][CH2:7]2)=[O:12])[CH:37]=[CH:36][CH:35]=1. The catalyst class is: 221. (6) Reactant: S(Cl)(Cl)=O.CN(C=O)C.[CH2:10]1[C:18]2[C:13](=[CH:14][C:15]([NH:19][C:20](=O)[CH:21]=[CH:22][S:23][C:24]3[CH:29]=[CH:28][CH:27]=[CH:26][CH:25]=3)=[CH:16][CH:17]=2)[CH2:12][CH2:11]1. Product: [CH2:10]1[C:18]2[C:13](=[CH:14][C:15]([N:19]=[C:20]([S:23][C:24]3[CH:29]=[CH:28][CH:27]=[CH:26][CH:25]=3)[CH:21]=[CH:22][S:23][C:24]3[CH:29]=[CH:28][CH:27]=[CH:26][CH:25]=3)=[CH:16][CH:17]=2)[CH2:12][CH2:11]1. The catalyst class is: 11. (7) Reactant: CCCC[N+](CCCC)(CCCC)CCCC.[F-].[N:19]1[CH:20]=[N:21][N:22]2[CH:27]=[CH:26][C:25]([O:28][C:29]3[CH:34]=[CH:33][C:32]([NH:35][C:36]4[C:45]5[C:40](=[CH:41][CH:42]=[C:43]([NH:46][C:47]6[O:48][CH2:49][C:50]([CH2:53][O:54][Si](C(C)(C)C)(C7C=CC=CC=7)C7C=CC=CC=7)([CH3:52])[N:51]=6)[CH:44]=5)[N:39]=[CH:38][N:37]=4)=[CH:31][C:30]=3[CH3:72])=[CH:24][C:23]=12. Product: [N:19]1[CH:20]=[N:21][N:22]2[CH:27]=[CH:26][C:25]([O:28][C:29]3[CH:34]=[CH:33][C:32]([NH:35][C:36]4[C:45]5[C:40](=[CH:41][CH:42]=[C:43]([NH:46][C:47]6[O:48][CH2:49][C:50]([CH2:53][OH:54])([CH3:52])[N:51]=6)[CH:44]=5)[N:39]=[CH:38][N:37]=4)=[CH:31][C:30]=3[CH3:72])=[CH:24][C:23]=12. The catalyst class is: 1. (8) Reactant: [C:1]12([CH2:11][C:12]([NH:14][C:15]3[CH:24]=[CH:23][CH:22]=[C:21]4[C:16]=3[CH:17]=[CH:18][C:19](Cl)=[N:20]4)=[O:13])[CH2:10][CH:5]3[CH2:6][CH:7]([CH2:9][CH:3]([CH2:4]3)[CH2:2]1)[CH2:8]2.[NH2:26][CH2:27][C@H:28]([OH:31])[CH2:29][OH:30].C(=O)([O-])[O-].[K+].[K+]. Product: [C:1]12([CH2:11][C:12]([NH:14][C:15]3[CH:24]=[CH:23][CH:22]=[C:21]4[C:16]=3[CH:17]=[CH:18][C:19]([NH:26][CH2:27][C@H:28]([OH:31])[CH2:29][OH:30])=[N:20]4)=[O:13])[CH2:10][CH:5]3[CH2:6][CH:7]([CH2:9][CH:3]([CH2:4]3)[CH2:2]1)[CH2:8]2. The catalyst class is: 60. (9) Reactant: OO.[ClH:3].[CH2:4]([N:7]1[C:11]2=[C:12]([N:16]3[CH2:25][CH2:24][C:23]4[C:18](=[CH:19][CH:20]=[CH:21][CH:22]=4)[CH2:17]3)[N:13]=[CH:14][CH:15]=[C:10]2[C:9]([S:26]([CH3:28])=[O:27])=[C:8]1[CH3:29])[CH:5]=[CH2:6].C(=O)([O-])[O-:31].[K+].[K+]. Product: [ClH:3].[CH2:4]([N:7]1[C:11]2=[C:12]([N:16]3[CH2:25][CH2:24][C:23]4[C:18](=[CH:19][CH:20]=[CH:21][CH:22]=4)[CH2:17]3)[N:13]=[CH:14][CH:15]=[C:10]2[C:9]([S:26]([CH3:28])(=[O:31])=[O:27])=[C:8]1[CH3:29])[CH:5]=[CH2:6]. The catalyst class is: 15.